Dataset: CYP2C9 substrate classification data from Carbon-Mangels et al.. Task: Regression/Classification. Given a drug SMILES string, predict its absorption, distribution, metabolism, or excretion properties. Task type varies by dataset: regression for continuous measurements (e.g., permeability, clearance, half-life) or binary classification for categorical outcomes (e.g., BBB penetration, CYP inhibition). Dataset: cyp2c9_substrate_carbonmangels. (1) The result is 0 (non-substrate). The molecule is C[C@]12CC(=O)[C@H]3[C@@H](CCC4=CC(=O)CC[C@@]43C)[C@@H]1CC[C@]2(O)C(=O)CO. (2) The molecule is CC(C)OC(=O)C(C)(C)Oc1ccc(C(=O)c2ccc(Cl)cc2)cc1. The result is 0 (non-substrate). (3) The drug is CC[C@H]1OC(=O)[C@H](C)[C@@H](O[C@H]2C[C@@](C)(OC)[C@@H](O)[C@H](C)O2)[C@H](C)[C@@H](O[C@@H]2O[C@H](C)C[C@H](N(C)C)[C@H]2O)[C@](C)(O)C[C@@H](C)/C(=N\OCOCCOC)[C@H](C)[C@@H](O)[C@]1(C)O. The result is 0 (non-substrate). (4) The drug is CCC[C@@](C)(COC(N)=O)COC(=O)NC(C)C. The result is 0 (non-substrate). (5) The drug is CCCN1CCC[C@@H]2Cc3nc(N)ncc3C[C@H]21. The result is 0 (non-substrate). (6) The compound is COc1cc([C@@H]2c3cc4c(cc3[C@@H](O[C@@H]3O[C@@H]5CO[C@@H](c6cccs6)O[C@H]5[C@H](O)[C@H]3O)[C@H]3COC(=O)[C@H]23)OCO4)cc(OC)c1O. The result is 0 (non-substrate). (7) The drug is CN(C)CCC=C1c2ccccc2CCc2ccccc21. The result is 1 (substrate). (8) The compound is CCN(CC)C(=O)N[C@H]1C[C@@H]2c3cccc4[nH]cc(c34)C[C@H]2N(C)C1. The result is 0 (non-substrate). (9) The drug is COc1ccc([C@@H]2Sc3ccccc3N(CCN(C)C)C(=O)[C@@H]2OC(C)=O)cc1. The result is 1 (substrate).